From a dataset of Forward reaction prediction with 1.9M reactions from USPTO patents (1976-2016). Predict the product of the given reaction. Given the reactants Cl.[Cl:2][C:3]1[CH:4]=[C:5]([CH:14]=[CH:15][C:16]=1[Cl:17])[CH2:6][N:7]1[CH2:12][CH2:11][CH:10]([NH2:13])[CH2:9][CH2:8]1.C(N(CC)C(C)C)(C)C.[Cl:27][CH2:28][C:29](Cl)=[O:30], predict the reaction product. The product is: [Cl:27][CH2:28][C:29]([NH:13][CH:10]1[CH2:9][CH2:8][N:7]([CH2:6][C:5]2[CH:14]=[CH:15][C:16]([Cl:17])=[C:3]([Cl:2])[CH:4]=2)[CH2:12][CH2:11]1)=[O:30].